This data is from Catalyst prediction with 721,799 reactions and 888 catalyst types from USPTO. The task is: Predict which catalyst facilitates the given reaction. (1) The catalyst class is: 60. Reactant: Cl[C:2]1[C:3]([C:20]([NH2:22])=[O:21])=[N:4][C:5]([CH2:18][CH3:19])=[C:6]([O:8][C:9]2[CH:14]=[CH:13][CH:12]=[C:11]([N+:15]([O-:17])=[O:16])[CH:10]=2)[N:7]=1.[CH3:23][N:24]1[CH2:29][CH2:28][N:27]([CH:30]2[CH2:35][CH2:34][N:33]([C:36]3[CH:42]=[CH:41][C:39]([NH2:40])=[CH:38][CH:37]=3)[CH2:32][CH2:31]2)[CH2:26][CH2:25]1.FC(F)(F)C(O)=O.C(=O)([O-])O.[Na+]. Product: [CH2:18]([C:5]1[N:4]=[C:3]([C:20]([NH2:22])=[O:21])[C:2]([NH:40][C:39]2[CH:41]=[CH:42][C:36]([N:33]3[CH2:34][CH2:35][CH:30]([N:27]4[CH2:28][CH2:29][N:24]([CH3:23])[CH2:25][CH2:26]4)[CH2:31][CH2:32]3)=[CH:37][CH:38]=2)=[N:7][C:6]=1[O:8][C:9]1[CH:14]=[CH:13][CH:12]=[C:11]([N+:15]([O-:17])=[O:16])[CH:10]=1)[CH3:19]. (2) Reactant: [Cl:1][C:2]1[CH:19]=[CH:18][CH:17]=[CH:16][C:3]=1[CH2:4][N:5]1[C:13]2[C:8](=[CH:9][CH:10]=[CH:11][CH:12]=2)[C:7](=[O:14])[C:6]1=[O:15].[N+:20]([CH3:23])([O-:22])=[O:21]. Product: [Cl:1][C:2]1[CH:19]=[CH:18][CH:17]=[CH:16][C:3]=1[CH2:4][N:5]1[C:13]2[C:8](=[CH:9][CH:10]=[CH:11][CH:12]=2)[C:7]([OH:14])([CH2:23][N+:20]([O-:22])=[O:21])[C:6]1=[O:15]. The catalyst class is: 6. (3) Reactant: [F:1][CH:2]([F:32])[O:3][C:4]1[CH:5]=[C:6]([CH:14]([C:22]2[CH:23]=[CH:24][C:25]([C:28]([O:30][CH3:31])=[O:29])=[N:26][CH:27]=2)[CH2:15][C:16]2[CH:17]=[N:18][CH:19]=[CH:20][CH:21]=2)[CH:7]=[CH:8][C:9]=1[O:10][CH:11]([F:13])[F:12].C1C=C(C([O-])=[O:40])C(C(O[O-])=O)=CC=1.[Mg+2]. Product: [F:32][CH:2]([F:1])[O:3][C:4]1[CH:5]=[C:6]([CH:14]([C:22]2[CH:23]=[CH:24][C:25]([C:28]([O:30][CH3:31])=[O:29])=[N:26][CH:27]=2)[CH2:15][C:16]2[CH:17]=[N+:18]([O-:40])[CH:19]=[CH:20][CH:21]=2)[CH:7]=[CH:8][C:9]=1[O:10][CH:11]([F:12])[F:13]. The catalyst class is: 61. (4) Reactant: [NH2:1][C:2]1[CH:3]=[C:4]([NH:8][C:9](=[O:15])[O:10][C:11]([CH3:14])([CH3:13])[CH3:12])[CH:5]=[CH:6][CH:7]=1.[N+:16]([C:19]1[CH:24]=[CH:23][C:22]([S:25](Cl)(=[O:27])=[O:26])=[CH:21][CH:20]=1)([O-:18])=[O:17]. Product: [N+:16]([C:19]1[CH:20]=[CH:21][C:22]([S:25]([NH:1][C:2]2[CH:3]=[C:4]([NH:8][C:9](=[O:15])[O:10][C:11]([CH3:12])([CH3:14])[CH3:13])[CH:5]=[CH:6][CH:7]=2)(=[O:27])=[O:26])=[CH:23][CH:24]=1)([O-:18])=[O:17]. The catalyst class is: 17. (5) Reactant: [OH:1][NH2:2].C([O:5][C:6](=O)[CH2:7][CH2:8][CH2:9][CH2:10][CH2:11][CH2:12][N:13]([C:20]1[CH:25]=[CH:24][C:23]([O:26][CH2:27][C:28]2[CH:33]=[CH:32][CH:31]=[CH:30][CH:29]=2)=[CH:22][N:21]=1)[C:14]1[CH:19]=[CH:18][CH:17]=[CH:16][N:15]=1)C. Product: [CH2:27]([O:26][C:23]1[CH:24]=[CH:25][C:20]([N:13]([C:14]2[CH:19]=[CH:18][CH:17]=[CH:16][N:15]=2)[CH2:12][CH2:11][CH2:10][CH2:9][CH2:8][CH2:7][C:6]([NH:2][OH:1])=[O:5])=[N:21][CH:22]=1)[C:28]1[CH:29]=[CH:30][CH:31]=[CH:32][CH:33]=1. The catalyst class is: 121. (6) Reactant: C([C:4]1[CH:5]=[C:6]([Br:18])[CH:7]=[C:8]2[C:13]=1[O:12][C:11]([CH3:15])([CH3:14])[CH2:10][C:9]2([CH3:17])[CH3:16])(=O)C.ClC1C=[C:22](C=CC=1)[C:23]([O:25]O)=[O:24].C(OCC)(=O)C. Product: [C:23]([O:25][C:4]1[CH:5]=[C:6]([Br:18])[CH:7]=[C:8]2[C:13]=1[O:12][C:11]([CH3:14])([CH3:15])[CH2:10][C:9]2([CH3:16])[CH3:17])(=[O:24])[CH3:22]. The catalyst class is: 665.